From a dataset of Reaction yield outcomes from USPTO patents with 853,638 reactions. Predict the reaction yield, written as a fraction of the theoretical maximum amount of product (1.0 means a 100% yield; for example, 0.34 means a 34% yield). The reactants are [CH3:1][C:2]1([CH3:21])[CH:6]([C:7]2[CH:12]=[CH:11][C:10]([CH3:13])=[CH:9][CH:8]=2)[C:5]2[CH:14]=[C:15]([NH2:20])[C:16]([CH3:19])=[C:17]([CH3:18])[C:4]=2[O:3]1.[CH3:22][O:23][C:24]1[CH:29]=[CH:28][C:27]([CH2:30][CH2:31][C:32](O)=[O:33])=[CH:26][CH:25]=1. No catalyst specified. The product is [CH3:22][O:23][C:24]1[CH:29]=[CH:28][C:27]([CH2:30][CH2:31][C:32]([NH:20][C:15]2[C:16]([CH3:19])=[C:17]([CH3:18])[C:4]3[O:3][C:2]([CH3:21])([CH3:1])[CH:6]([C:7]4[CH:8]=[CH:9][C:10]([CH3:13])=[CH:11][CH:12]=4)[C:5]=3[CH:14]=2)=[O:33])=[CH:26][CH:25]=1. The yield is 0.640.